From a dataset of Forward reaction prediction with 1.9M reactions from USPTO patents (1976-2016). Predict the product of the given reaction. Given the reactants C(N[CH:5]([CH3:7])[CH3:6])(C)C.[CH2:8]([Li])[CH2:9][CH2:10]C.[C:13]([O:18][CH2:19][CH3:20])(=[O:17])C(C)C.C(Br)C#C, predict the reaction product. The product is: [CH2:19]([O:18][C:13](=[O:17])[C:5]([CH3:6])([CH3:7])[CH2:10][C:9]#[CH:8])[CH3:20].